From a dataset of Forward reaction prediction with 1.9M reactions from USPTO patents (1976-2016). Predict the product of the given reaction. (1) The product is: [CH3:28][O:27][N:26]([CH3:25])[C:13]([C:11]1[CH:10]=[N:9][N:8]([CH2:7][C:6]2[CH:5]=[CH:4][C:3]([O:2][CH3:1])=[CH:17][CH:16]=2)[CH:12]=1)=[O:15]. Given the reactants [CH3:1][O:2][C:3]1[CH:17]=[CH:16][C:6]([CH2:7][N:8]2[CH:12]=[C:11]([C:13]([OH:15])=O)[CH:10]=[N:9]2)=[CH:5][CH:4]=1.C(Cl)(=O)C(Cl)=O.Cl.[CH3:25][NH:26][O:27][CH3:28].CCN(CC)CC, predict the reaction product. (2) Given the reactants [CH3:1][C:2]1[N:7]2[CH:8]=[C:9]([C:11]([F:14])([F:13])[F:12])[N:10]=[C:6]2[CH:5]=[C:4]([C:15]([O:17][CH2:18][CH3:19])=[O:16])[CH:3]=1.[I:20]N1C(=O)CCC1=O, predict the reaction product. The product is: [I:20][C:8]1[N:7]2[C:2]([CH3:1])=[CH:3][C:4]([C:15]([O:17][CH2:18][CH3:19])=[O:16])=[CH:5][C:6]2=[N:10][C:9]=1[C:11]([F:14])([F:13])[F:12]. (3) Given the reactants Br[CH2:2][C:3]1[N:4]=[CH:5][C:6]([NH:9][C:10](=[O:16])[O:11][C:12]([CH3:15])([CH3:14])[CH3:13])=[N:7][CH:8]=1.O.O.C[N+]([O-:23])(C)C.O.C(Cl)(Cl)Cl, predict the reaction product. The product is: [CH:2]([C:3]1[N:4]=[CH:5][C:6]([NH:9][C:10](=[O:16])[O:11][C:12]([CH3:15])([CH3:14])[CH3:13])=[N:7][CH:8]=1)=[O:23]. (4) Given the reactants [Cl:1][C:2]1[CH:7]=[CH:6][C:5]([C:8]([C:11]2[CH:16]=[CH:15][C:14]([CH2:17][N:18]3[CH2:22][CH2:21][CH2:20][CH2:19]3)=[C:13]([F:23])[CH:12]=2)=[N:9]O)=[CH:4][CH:3]=1.ClC1C=C(C(N)C2C=CC(CN3CCCC3)=C(Cl)C=2)C=CC=1, predict the reaction product. The product is: [Cl:1][C:2]1[CH:3]=[CH:4][C:5]([CH:8]([NH2:9])[C:11]2[CH:16]=[CH:15][C:14]([CH2:17][N:18]3[CH2:19][CH2:20][CH2:21][CH2:22]3)=[C:13]([F:23])[CH:12]=2)=[CH:6][CH:7]=1. (5) Given the reactants Cl[C:2]1[N:3]=[C:4]([NH:18][CH2:19][CH2:20][CH3:21])[C:5]2[N:6]=[C:7]([NH:16][CH3:17])[N:8]=[C:9]([NH:12][CH2:13]CC)[C:10]=2[N:11]=1.Cl.[F:23][C:24]([F:29])([F:28])[CH2:25][CH2:26][NH2:27].[CH:30](N(CC)C(C)C)(C)[CH3:31].C([O-])(O)=O.[Na+], predict the reaction product. The product is: [CH3:13][NH:12][C:9]1[C:10]2[N:11]=[C:2]([NH:27][CH2:26][CH2:25][C:24]([F:29])([F:28])[F:23])[N:3]=[C:4]([NH:18][CH2:19][CH2:20][CH3:21])[C:5]=2[N:6]=[C:7]([NH:16][CH2:17][CH2:30][CH3:31])[N:8]=1. (6) Given the reactants [CH2:1]([C:3]1[CH:4]=[C:5]([OH:9])[CH:6]=[CH:7][CH:8]=1)[CH3:2].Cl[CH:11](Cl)[O:12]C, predict the reaction product. The product is: [CH2:1]([C:3]1[CH:4]=[C:5]([OH:9])[CH:6]=[CH:7][C:8]=1[CH:11]=[O:12])[CH3:2]. (7) Given the reactants [CH:1]1([C:4]2[CH:5]=[C:6]([CH:10]3OC(C)(C)C(C)(C)O3)[CH:7]=[CH:8][CH:9]=2)[CH2:3][CH2:2]1.[F:19][C:20]1[CH:21]=[C:22]([CH:32]([NH:34][C:35]([C:37]2[N:38]=C(Cl)[S:40][CH:41]=2)=[O:36])[CH3:33])[CH:23]=[C:24]([F:31])[C:25]=1[NH:26][S:27]([CH3:30])(=[O:29])=[O:28].C([O-])([O-])=O.[Cs+].[Cs+], predict the reaction product. The product is: [F:31][C:24]1[CH:23]=[C:22]([CH:32]([NH:34][C:35]([C:37]2[N:38]=[C:10]([C:6]3[CH:7]=[CH:8][CH:9]=[C:4]([CH:1]4[CH2:2][CH2:3]4)[CH:5]=3)[S:40][CH:41]=2)=[O:36])[CH3:33])[CH:21]=[C:20]([F:19])[C:25]=1[NH:26][S:27]([CH3:30])(=[O:28])=[O:29].